From a dataset of Reaction yield outcomes from USPTO patents with 853,638 reactions. Predict the reaction yield, written as a fraction of the theoretical maximum amount of product (1.0 means a 100% yield; for example, 0.34 means a 34% yield). The reactants are [F:1][C:2]1[C:3]([C:9]([NH:11][C:12](=[O:14])[CH3:13])=[CH2:10])=[N:4][CH:5]=[C:6]([F:8])[CH:7]=1. The catalyst is CO.[Pd]. The product is [F:1][C:2]1[C:3]([CH:9]([NH:11][C:12](=[O:14])[CH3:13])[CH3:10])=[N:4][CH:5]=[C:6]([F:8])[CH:7]=1. The yield is 0.990.